This data is from Forward reaction prediction with 1.9M reactions from USPTO patents (1976-2016). The task is: Predict the product of the given reaction. Given the reactants [C:1]([O:5][C:6]([N:8]1[C:16]2[C:11](=[CH:12][CH:13]=[CH:14][C:15]=2[Cl:17])[CH:10]=[CH:9]1)=[O:7])([CH3:4])([CH3:3])[CH3:2].[B:18](OC(C)C)([O:23]C(C)C)[O:19]C(C)C.C(NC(C)C)(C)C.[Li].Cl, predict the reaction product. The product is: [C:1]([O:5][C:6]([N:8]1[C:16]2[C:11](=[CH:12][CH:13]=[CH:14][C:15]=2[Cl:17])[CH:10]=[C:9]1[B:18]([OH:23])[OH:19])=[O:7])([CH3:4])([CH3:2])[CH3:3].